Dataset: Full USPTO retrosynthesis dataset with 1.9M reactions from patents (1976-2016). Task: Predict the reactants needed to synthesize the given product. (1) Given the product [F:24][C:21]([F:22])([F:23])[O:20][C:17]1[CH:18]=[CH:19][C:14]([N:9]2[CH:10]=[CH:11][C:12](=[O:13])[C:7]([C:5]3[N:35]([C:31]4[CH:32]=[CH:33][CH:34]=[C:29]([O:28][C:27]([F:37])([F:38])[F:26])[CH:30]=4)[N:36]=[CH:3][CH:4]=3)=[N:8]2)=[CH:15][CH:16]=1, predict the reactants needed to synthesize it. The reactants are: CN(C)/[CH:3]=[CH:4]/[C:5]([C:7]1[C:12](=[O:13])[CH:11]=[CH:10][N:9]([C:14]2[CH:19]=[CH:18][C:17]([O:20][C:21]([F:24])([F:23])[F:22])=[CH:16][CH:15]=2)[N:8]=1)=O.[F:26][C:27]([F:38])([F:37])[O:28][C:29]1[CH:30]=[C:31]([NH:35][NH2:36])[CH:32]=[CH:33][CH:34]=1. (2) Given the product [CH:31]1([CH2:30][CH2:29][O:28][C:16]2[CH:15]=[C:14]([S:13][C:10]3[CH:11]=[CH:12][C:7]([O:6][CH2:5][C:4]([OH:38])=[O:3])=[C:8]([CH3:37])[CH:9]=3)[CH:19]=[C:18]([C:20]#[C:21][C:22]3[CH:27]=[CH:26][CH:25]=[CH:24][CH:23]=3)[CH:17]=2)[CH2:36][CH2:35][CH2:34][CH2:33][CH2:32]1, predict the reactants needed to synthesize it. The reactants are: C([O:3][C:4](=[O:38])[CH2:5][O:6][C:7]1[CH:12]=[CH:11][C:10]([S:13][C:14]2[CH:19]=[C:18]([C:20]#[C:21][C:22]3[CH:27]=[CH:26][CH:25]=[CH:24][CH:23]=3)[CH:17]=[C:16]([O:28][CH2:29][CH2:30][CH:31]3[CH2:36][CH2:35][CH2:34][CH2:33][CH2:32]3)[CH:15]=2)=[CH:9][C:8]=1[CH3:37])C.C(O)C.[OH-].[Na+].Cl. (3) Given the product [C:1]([O:5][C:6]([N:8]1[CH:12]=[C:11]([C:13]2[C:18]([O:19][CH3:20])=[CH:17][C:16]3[O:21][CH2:22][C:23]4[C:27]([C:28](=[O:30])[N:74]([C:71]([CH3:73])([CH3:72])[CH3:70])[CH3:75])=[N:26][N:25]([C:31]5[CH:35]=[CH:34][S:33][CH:32]=5)[C:24]=4[C:15]=3[CH:14]=2)[CH:10]=[N:9]1)=[O:7])([CH3:2])([CH3:3])[CH3:4], predict the reactants needed to synthesize it. The reactants are: [C:1]([O:5][C:6]([N:8]1[CH:12]=[C:11]([C:13]2[C:18]([O:19][CH3:20])=[CH:17][C:16]3[O:21][CH2:22][C:23]4[C:27]([C:28]([OH:30])=O)=[N:26][N:25]([C:31]5[CH:35]=[CH:34][S:33][CH:32]=5)[C:24]=4[C:15]=3[CH:14]=2)[CH:10]=[N:9]1)=[O:7])([CH3:4])([CH3:3])[CH3:2].C(Cl)Cl.CCN(C(C)C)C(C)C.[B-](F)(F)(F)F.CN(C(ON1N=NC2C1=CC=CC=2)=[N+](C)C)C.[CH3:70][C:71]([NH:74][CH3:75])([CH3:73])[CH3:72]. (4) Given the product [CH2:11]([O:18][C:19]1[CH:20]=[N:21][C:27]([CH:29]2[CH2:31][CH2:30]2)=[N:25][CH:24]=1)[C:12]1[CH:13]=[CH:14][CH:15]=[CH:16][CH:17]=1, predict the reactants needed to synthesize it. The reactants are: F[B-](F)(F)F.F[B-](F)(F)F.[CH2:11]([O:18][C:19](=[CH:24][N:25]([CH3:27])C)[CH:20]=[N+:21](C)C)[C:12]1[CH:17]=[CH:16][CH:15]=[CH:14][CH:13]=1.Cl.[CH:29]1(C(N)=N)[CH2:31][CH2:30]1.C[O-].[Na+]. (5) The reactants are: [CH3:1][O:2][C:3]1[C:4]([NH:9][CH:10]2[CH2:15][CH2:14][N:13]([C:16]([O:18][C:19]([CH3:22])([CH3:21])[CH3:20])=[O:17])[CH2:12][CH2:11]2)=[CH:5][CH:6]=[CH:7][CH:8]=1.[CH3:23][O:24][C:25]1[CH:26]=[C:27]([C:35]2[CH:36]=[C:37]([CH:40]=[CH:41][CH:42]=2)[CH2:38]Cl)[CH:28]=[C:29]([O:33][CH3:34])[C:30]=1[O:31][CH3:32]. Given the product [C:19]([O:18][C:16]([N:13]1[CH2:14][CH2:15][CH:10]([N:9]([C:4]2[CH:5]=[CH:6][CH:7]=[CH:8][C:3]=2[O:2][CH3:1])[CH2:38][C:37]2[CH:40]=[CH:41][CH:42]=[C:35]([C:27]3[CH:28]=[C:29]([O:33][CH3:34])[C:30]([O:31][CH3:32])=[C:25]([O:24][CH3:23])[CH:26]=3)[CH:36]=2)[CH2:11][CH2:12]1)=[O:17])([CH3:22])([CH3:21])[CH3:20], predict the reactants needed to synthesize it. (6) The reactants are: [CH2:1]([NH2:5])[CH2:2][CH2:3][CH3:4].I[CH2:7][CH2:8][CH2:9][O:10][C:11]1[CH:16]=[CH:15][C:14]([C:17]2[CH:22]=[CH:21][C:20]([C:23]([O:25][CH2:26][CH3:27])=[O:24])=[CH:19][CH:18]=2)=[CH:13][C:12]=1[C:28]1[CH:37]=[CH:36][C:35]2[C:34]([CH3:39])([CH3:38])[CH2:33][CH2:32][C:31]([CH3:41])([CH3:40])[C:30]=2[CH:29]=1. Given the product [CH2:1]([NH:5][CH2:7][CH2:8][CH2:9][O:10][C:11]1[CH:16]=[CH:15][C:14]([C:17]2[CH:18]=[CH:19][C:20]([C:23]([O:25][CH2:26][CH3:27])=[O:24])=[CH:21][CH:22]=2)=[CH:13][C:12]=1[C:28]1[CH:37]=[CH:36][C:35]2[C:34]([CH3:39])([CH3:38])[CH2:33][CH2:32][C:31]([CH3:41])([CH3:40])[C:30]=2[CH:29]=1)[CH2:2][CH2:3][CH3:4], predict the reactants needed to synthesize it. (7) Given the product [CH3:1][O:2][C:3]1[CH:4]=[C:5]([CH:35]=[CH:36][C:37]=1[C:38]([CH3:41])([CH3:40])[CH3:39])[C:6]([N:8]1[C@@H:12]([C:13]2[S:14][CH:15]=[CH:16][N:17]=2)[C@@H:11]([CH2:19][O:20][CH3:21])[CH2:10][C@@:9]1([CH2:29][C:30]1[N:31]=[CH:32][S:33][CH:34]=1)[C:22]([O:24][C:25]([CH3:27])([CH3:26])[CH3:28])=[O:23])=[O:7], predict the reactants needed to synthesize it. The reactants are: [CH3:1][O:2][C:3]1[CH:4]=[C:5]([CH:35]=[CH:36][C:37]=1[C:38]([CH3:41])([CH3:40])[CH3:39])[C:6]([N:8]1[C@@H:12]([C:13]2[S:14][C:15](C)=[CH:16][N:17]=2)[C@@H:11]([CH2:19][O:20][CH3:21])[CH2:10][C@@:9]1([CH2:29][C:30]1[N:31]=[CH:32][S:33][CH:34]=1)[C:22]([O:24][C:25]([CH3:28])([CH3:27])[CH3:26])=[O:23])=[O:7].OC[C@@H]1[C@H](C2SC=CN=2)N(C(=O)C2C=CC(C(C)(C)C)=C(OC)C=2)[C@](CC2N=CSC=2)(C(OC(C)(C)C)=O)C1. (8) Given the product [C:1]([C:4]1[N:9]=[C:8]([C:10]2[CH:15]=[CH:14][C:13]([O:16][C:17]3[CH:22]=[CH:21][C:20]([F:23])=[CH:19][CH:18]=3)=[CH:12][CH:11]=2)[N:7]=[C:6]([NH:24][C@@H:25]([CH3:30])[C:26]([OH:28])=[O:27])[CH:5]=1)(=[O:3])[NH2:2], predict the reactants needed to synthesize it. The reactants are: [C:1]([C:4]1[N:9]=[C:8]([C:10]2[CH:15]=[CH:14][C:13]([O:16][C:17]3[CH:22]=[CH:21][C:20]([F:23])=[CH:19][CH:18]=3)=[CH:12][CH:11]=2)[N:7]=[C:6]([NH:24][C@@H:25]([CH3:30])[C:26]([O:28]C)=[O:27])[CH:5]=1)(=[O:3])[NH2:2].C1COCC1.O[Li].O. (9) Given the product [CH:43]1([C:2]2[C:3]([CH:40]([F:42])[F:41])=[N:4][N:5]([CH2:10][C:11]([NH:13][C@H:14]([C:24]3[C:29]([C:30]4[CH:31]=[CH:32][C:33]([F:39])=[C:34]([CH:38]=4)[C:35]([NH2:37])=[O:36])=[CH:28][CH:27]=[CH:26][N:25]=3)[CH2:15][C:16]3[CH:17]=[C:18]([F:23])[CH:19]=[C:20]([F:22])[CH:21]=3)=[O:12])[C:6]=2[CH:7]([F:9])[F:8])[CH2:45][CH2:44]1, predict the reactants needed to synthesize it. The reactants are: Br[C:2]1[C:3]([CH:40]([F:42])[F:41])=[N:4][N:5]([CH2:10][C:11]([NH:13][C@H:14]([C:24]2[C:29]([C:30]3[CH:31]=[CH:32][C:33]([F:39])=[C:34]([CH:38]=3)[C:35]([NH2:37])=[O:36])=[CH:28][CH:27]=[CH:26][N:25]=2)[CH2:15][C:16]2[CH:21]=[C:20]([F:22])[CH:19]=[C:18]([F:23])[CH:17]=2)=[O:12])[C:6]=1[CH:7]([F:9])[F:8].[CH:43]1(B(O)O)[CH2:45][CH2:44]1.P(C1CCCCC1)(C1CCCCC1)C1CCCCC1.[O-]P([O-])([O-])=O.[K+].[K+].[K+]. (10) Given the product [Br:29][C:19]1[S:18][C:17]([N:9]([C:4]2[CH:5]=[C:6]([CH3:8])[CH:7]=[C:2]([CH3:1])[CH:3]=2)[C:10](=[O:16])[O:11][C:12]([CH3:15])([CH3:14])[CH3:13])=[N:21][CH:20]=1, predict the reactants needed to synthesize it. The reactants are: [CH3:1][C:2]1[CH:3]=[C:4]([N:9]([C:17]2[S:18][CH:19]=[CH:20][N:21]=2)[C:10](=[O:16])[O:11][C:12]([CH3:15])([CH3:14])[CH3:13])[CH:5]=[C:6]([CH3:8])[CH:7]=1.C1C(=O)N([Br:29])C(=O)C1.